Dataset: Forward reaction prediction with 1.9M reactions from USPTO patents (1976-2016). Task: Predict the product of the given reaction. Given the reactants [CH3:1][C:2]([CH3:10])([CH2:6][CH2:7][CH2:8][CH3:9])[C:3]([OH:5])=[O:4].[CH3:11][Si](C=[N+]=[N-])(C)C, predict the reaction product. The product is: [CH3:11][O:4][C:3](=[O:5])[C:2]([CH3:10])([CH3:1])[CH2:6][CH2:7][CH2:8][CH3:9].